Dataset: Forward reaction prediction with 1.9M reactions from USPTO patents (1976-2016). Task: Predict the product of the given reaction. Given the reactants [F:1][C:2]1[CH:9]=[CH:8][C:7]([C:10]([F:13])([F:12])[F:11])=[CH:6][C:3]=1[CH:4]=O.[CH3:14][C:15]([S@@:18]([NH2:20])=[O:19])([CH3:17])[CH3:16], predict the reaction product. The product is: [F:1][C:2]1[CH:9]=[CH:8][C:7]([C:10]([F:13])([F:12])[F:11])=[CH:6][C:3]=1/[CH:4]=[N:20]/[S@:18]([C:15]([CH3:17])([CH3:16])[CH3:14])=[O:19].